From a dataset of Catalyst prediction with 721,799 reactions and 888 catalyst types from USPTO. Predict which catalyst facilitates the given reaction. (1) Reactant: [F:1][C:2]1[CH:7]=[CH:6][C:5]([CH:8]([C:15]2[CH:20]=[CH:19][C:18]([F:21])=[CH:17][CH:16]=2)[N:9]2[CH2:14][CH2:13][NH:12][CH2:11][CH2:10]2)=[CH:4][CH:3]=1.[Cl:22][CH2:23][CH2:24][O:25][CH2:26][C:27]([NH2:29])=[O:28].C(=O)([O-])[O-].[Na+].[Na+]. Product: [ClH:22].[ClH:22].[F:21][C:18]1[CH:19]=[CH:20][C:15]([CH:8]([C:5]2[CH:4]=[CH:3][C:2]([F:1])=[CH:7][CH:6]=2)[N:9]2[CH2:10][CH2:11][N:12]([CH2:23][CH2:24][O:25][CH2:26][C:27]([NH2:29])=[O:28])[CH2:13][CH2:14]2)=[CH:16][CH:17]=1. The catalyst class is: 113. (2) Reactant: [CH2:1]([O:8][C:9]1[C:14]([CH3:15])=[C:13]([CH3:16])[C:12]([O:17][CH2:18][C:19]2[CH:24]=[CH:23][CH:22]=[CH:21][CH:20]=2)=[C:11]([CH3:25])[C:10]=1[CH2:26][CH2:27][CH2:28]C(O)=O)[C:2]1[CH:7]=[CH:6][CH:5]=[CH:4][CH:3]=1.[C:32]([N:39]1[CH:43]=[CH:42]N=C1)(N1C=CN=C1)=[O:33].[CH2:44](N)CC. Product: [CH2:1]([O:8][C:9]1[C:14]([CH3:15])=[C:13]([CH3:16])[C:12]([O:17][CH2:18][C:19]2[CH:24]=[CH:23][CH:22]=[CH:21][CH:20]=2)=[C:11]([CH3:25])[C:10]=1[CH2:26][CH2:27][CH2:28][C:32]([NH:39][CH2:43][CH2:42][CH3:44])=[O:33])[C:2]1[CH:3]=[CH:4][CH:5]=[CH:6][CH:7]=1. The catalyst class is: 1. (3) Reactant: [CH2:1]([CH:3]([CH2:15][CH2:16][CH2:17][CH3:18])[CH2:4][O:5][C:6]1[CH:11]=[CH:10][CH:9]=[C:8]([N+:12]([O-])=O)[CH:7]=1)[CH3:2].[H][H]. Product: [CH2:1]([CH:3]([CH2:15][CH2:16][CH2:17][CH3:18])[CH2:4][O:5][C:6]1[CH:7]=[C:8]([CH:9]=[CH:10][CH:11]=1)[NH2:12])[CH3:2]. The catalyst class is: 19. (4) Reactant: Br[CH2:2][C:3]([C:5]1[CH:10]=[CH:9][C:8]([O:11][CH3:12])=[CH:7][C:6]=1[O:13][CH3:14])=O.[N:15]1([CH2:21][CH2:22][CH2:23][NH:24][C:25]([NH2:27])=[S:26])[CH2:20][CH2:19][O:18][CH2:17][CH2:16]1.C(N(CC)C(C)C)(C)C.[S:37]1[CH:41]=[CH:40][CH:39]=[C:38]1[C:42](Cl)=[O:43]. Product: [CH3:14][O:13][C:6]1[CH:7]=[C:8]([O:11][CH3:12])[CH:9]=[CH:10][C:5]=1[C:3]1[N:27]=[C:25]([N:24]([CH2:23][CH2:22][CH2:21][N:15]2[CH2:16][CH2:17][O:18][CH2:19][CH2:20]2)[C:42]([C:38]2[S:37][CH:41]=[CH:40][CH:39]=2)=[O:43])[S:26][CH:2]=1. The catalyst class is: 12. (5) Reactant: [CH3:1][N:2]([C:13]([C:15]1[CH:19]=[C:18]([N+:20]([O-])=O)[NH:17][N:16]=1)=[O:14])[C:3]1[CH:12]=[CH:11][C:6]([C:7]([O:9][CH3:10])=[O:8])=[CH:5][CH:4]=1.C(OCC)(=O)C. Product: [NH2:20][C:18]1[NH:17][N:16]=[C:15]([C:13]([N:2]([CH3:1])[C:3]2[CH:12]=[CH:11][C:6]([C:7]([O:9][CH3:10])=[O:8])=[CH:5][CH:4]=2)=[O:14])[CH:19]=1. The catalyst class is: 457. (6) Reactant: [F:1][C:2]1[CH:3]=[C:4]2[C:8](=[CH:9][CH:10]=1)[NH:7][C:6](=[O:11])/[C:5]/2=[CH:12]\[C:13]1[NH:17][C:16]2[CH2:18][CH2:19][CH2:20][CH2:21][CH2:22][C:15]=2[C:14]=1[CH2:23][CH2:24][C:25]([OH:27])=O.[NH:28]1[CH2:33][CH2:32][O:31][CH2:30][CH2:29]1.CN(C)CCCN=C=NCC.ON1C2C=CC=CC=2N=N1. Product: [F:1][C:2]1[CH:3]=[C:4]2[C:8](=[CH:9][CH:10]=1)[NH:7][C:6](=[O:11])/[C:5]/2=[CH:12]\[C:13]1[NH:17][C:16]2[CH2:18][CH2:19][CH2:20][CH2:21][CH2:22][C:15]=2[C:14]=1[CH2:23][CH2:24][C:25]([N:28]1[CH2:33][CH2:32][O:31][CH2:30][CH2:29]1)=[O:27]. The catalyst class is: 9. (7) Reactant: [CH2:1]([Br:10])[C:2]([C:4]1[CH:9]=[CH:8][CH:7]=[CH:6][CH:5]=1)=[O:3].[CH3:11][NH:12][CH3:13]. Product: [BrH:10].[CH3:11][N:12]([CH3:13])[CH2:1][C:2]([C:4]1[CH:9]=[CH:8][CH:7]=[CH:6][CH:5]=1)=[O:3]. The catalyst class is: 27.